This data is from Forward reaction prediction with 1.9M reactions from USPTO patents (1976-2016). The task is: Predict the product of the given reaction. (1) Given the reactants [F:1][C:2]1[CH:7]=[C:6]([F:8])[C:5]([F:9])=[CH:4][C:3]=1[CH2:10][OH:11].Cl[C:13]1[CH:30]=[C:17]2[N:18](C(OC(C)(C)C)=O)[C@H:19]([CH3:22])[CH2:20][CH2:21][N:16]2[C:15](=[O:31])[N:14]=1, predict the reaction product. The product is: [CH3:22][C@@H:19]1[CH2:20][CH2:21][N:16]2[C:15](=[O:31])[N:14]=[C:13]([O:11][CH2:10][C:3]3[CH:4]=[C:5]([F:9])[C:6]([F:8])=[CH:7][C:2]=3[F:1])[CH:30]=[C:17]2[NH:18]1. (2) Given the reactants Br[C:2]1[CH:3]=[N:4][CH:5]=[CH:6][CH:7]=1.C([Mg]Cl)(C)C.[CH3:13][C:14]([O:17][C:18]([NH:20][CH2:21][C:22](N(OC)C)=[O:23])=[O:19])([CH3:16])[CH3:15], predict the reaction product. The product is: [C:14]([O:17][C:18](=[O:19])[NH:20][CH2:21][C:22](=[O:23])[C:2]1[CH:3]=[N:4][CH:5]=[CH:6][CH:7]=1)([CH3:16])([CH3:13])[CH3:15]. (3) Given the reactants [C:1]1([NH:7][C:8]2[CH:13]=[CH:12][CH:11]=[CH:10][CH:9]=2)[CH:6]=[CH:5][CH:4]=[CH:3][CH:2]=1.[Br:14]N1C(=O)CCC1=O, predict the reaction product. The product is: [CH:11]1[CH:10]=[CH:9][C:8]([NH:7][C:1]2[CH:2]=[CH:3][C:4]([Br:14])=[CH:5][CH:6]=2)=[CH:13][CH:12]=1. (4) Given the reactants [CH3:1][N:2]([S:18]([C:21]1[CH:26]=[CH:25][C:24]([O:27][C:28]2[CH:33]=[CH:32][N:31]=[CH:30][CH:29]=2)=[CH:23][CH:22]=1)(=[O:20])=[O:19])[C:3]1[C:8]([C:9]([O:11]CC)=[O:10])=[CH:7][N:6]=[C:5]2[O:14][N:15]=[C:16]([CH3:17])[C:4]=12.[OH-].[K+:35], predict the reaction product. The product is: [CH3:1][N:2]([S:18]([C:21]1[CH:22]=[CH:23][C:24]([O:27][C:28]2[CH:33]=[CH:32][N:31]=[CH:30][CH:29]=2)=[CH:25][CH:26]=1)(=[O:20])=[O:19])[C:3]1[C:8]([C:9]([O-:11])=[O:10])=[CH:7][N:6]=[C:5]2[O:14][N:15]=[C:16]([CH3:17])[C:4]=12.[K+:35]. (5) Given the reactants [CH3:1][O:2][C:3]1[CH:33]=[CH:32][C:6]([CH2:7][O:8][C:9]2[C:10]([C:19]3[CH:24]=[CH:23][C:22]([N:25]4[CH2:30][CH2:29][CH2:28][CH2:27][C:26]4=[O:31])=[CH:21][CH:20]=3)=[N:11][N:12]([CH3:18])[C:13]=2[C:14]([O:16]C)=[O:15])=[CH:5][CH:4]=1.O.[OH-].[Li+], predict the reaction product. The product is: [CH3:1][O:2][C:3]1[CH:4]=[CH:5][C:6]([CH2:7][O:8][C:9]2[C:10]([C:19]3[CH:24]=[CH:23][C:22]([N:25]4[CH2:30][CH2:29][CH2:28][CH2:27][C:26]4=[O:31])=[CH:21][CH:20]=3)=[N:11][N:12]([CH3:18])[C:13]=2[C:14]([OH:16])=[O:15])=[CH:32][CH:33]=1. (6) The product is: [C:1]([N:4]1[CH2:9][CH2:8][N:7]([C:10]2[CH:11]=[C:12]([O:36][CH3:37])[C:13]([NH:19][C:20]3[N:25]=[C:24]([N:26]4[CH:30]=[C:29]([CH2:31][N:39]([CH2:40][CH3:41])[CH3:38])[C:28]([CH:33]5[CH2:35][CH2:34]5)=[N:27]4)[CH:23]=[CH:22][N:21]=3)=[CH:14][C:15]=2[NH:16][C:12](=[O:36])[CH:11]=[CH2:10])[CH2:6][CH2:5]1)(=[O:3])[CH3:2]. Given the reactants [C:1]([N:4]1[CH2:9][CH2:8][N:7]([C:10]2[C:15]([N+:16]([O-])=O)=[CH:14][C:13]([NH:19][C:20]3[N:25]=[C:24]([N:26]4[CH:30]=[C:29]([CH:31]=O)[C:28]([CH:33]5[CH2:35][CH2:34]5)=[N:27]4)[CH:23]=[CH:22][N:21]=3)=[C:12]([O:36][CH3:37])[CH:11]=2)[CH2:6][CH2:5]1)(=[O:3])[CH3:2].[CH3:38][NH:39][CH2:40][CH3:41], predict the reaction product. (7) Given the reactants [NH:1]1[C:9]2[C:4](=[CH:5][CH:6]=[CH:7][CH:8]=2)[C:3]([CH2:10][C:11]#[N:12])=[CH:2]1.[CH3:13][C:14]([O:17][C:18](O[C:18]([O:17][C:14]([CH3:16])([CH3:15])[CH3:13])=[O:19])=[O:19])([CH3:16])[CH3:15], predict the reaction product. The product is: [C:14]([O:17][C:18]([N:1]1[C:9]2[C:4](=[CH:5][CH:6]=[CH:7][CH:8]=2)[C:3]([CH2:10][C:11]#[N:12])=[CH:2]1)=[O:19])([CH3:16])([CH3:15])[CH3:13]. (8) Given the reactants C([O:3][C:4](=[O:25])[CH2:5][CH2:6][C:7]1[CH:12]=[CH:11][C:10]([S:13][CH2:14][CH2:15][C@H:16]([O:18]S(C)(=O)=O)[CH3:17])=[CH:9][C:8]=1[CH2:23][CH3:24])C.[CH2:26]([C:28]1[CH:33]=[CH:32][C:31](O)=[C:30]([C:35]2[CH:40]=[CH:39][CH:38]=[CH:37][N:36]=2)[CH:29]=1)[CH3:27], predict the reaction product. The product is: [CH2:23]([C:8]1[CH:9]=[C:10]([S:13][CH2:14][CH2:15][C@@H:16]([O:18][C:31]2[CH:32]=[CH:33][C:28]([CH2:26][CH3:27])=[CH:29][C:30]=2[C:35]2[CH:40]=[CH:39][CH:38]=[CH:37][N:36]=2)[CH3:17])[CH:11]=[CH:12][C:7]=1[CH2:6][CH2:5][C:4]([OH:3])=[O:25])[CH3:24]. (9) Given the reactants [CH2:1]([O:8][C:9]1[C:10]([C:26]([OH:28])=O)=[N:11][N:12]2[CH:17]([C:18]3[CH:23]=[CH:22][CH:21]=[CH:20][CH:19]=3)[CH2:16][N:15]([CH3:24])[C:14](=[O:25])[C:13]=12)[C:2]1[CH:7]=[CH:6][CH:5]=[CH:4][CH:3]=1.Cl.[F:30][C:31]1[CH:38]=[CH:37][C:34]([CH2:35][NH2:36])=[C:33]([C:39]([NH:41][CH3:42])=[O:40])[CH:32]=1, predict the reaction product. The product is: [CH2:1]([O:8][C:9]1[C:10]([C:26]([NH:36][CH2:35][C:34]2[CH:37]=[CH:38][C:31]([F:30])=[CH:32][C:33]=2[C:39]([NH:41][CH3:42])=[O:40])=[O:28])=[N:11][N:12]2[CH:17]([C:18]3[CH:23]=[CH:22][CH:21]=[CH:20][CH:19]=3)[CH2:16][N:15]([CH3:24])[C:14](=[O:25])[C:13]=12)[C:2]1[CH:7]=[CH:6][CH:5]=[CH:4][CH:3]=1.